The task is: Predict the reaction yield, written as a fraction of the theoretical maximum amount of product (1.0 means a 100% yield; for example, 0.34 means a 34% yield).. This data is from Reaction yield outcomes from USPTO patents with 853,638 reactions. (1) The reactants are [C:1]([N:9]1[C:17]2[C:12](=[CH:13][C:14]([N+:18]([O-])=O)=[CH:15][CH:16]=2)[CH:11]=[CH:10]1)(=[O:8])[C:2]1[CH:7]=[CH:6][CH:5]=[CH:4][CH:3]=1. The catalyst is CO.O1CCCC1.C([O-])=O.[NH4+].[Pd]. The product is [C:1]([N:9]1[C:17]2[C:12](=[CH:13][C:14]([NH2:18])=[CH:15][CH:16]=2)[CH:11]=[CH:10]1)(=[O:8])[C:2]1[CH:3]=[CH:4][CH:5]=[CH:6][CH:7]=1. The yield is 0.560. (2) The reactants are [NH2:1][C@@H:2]([CH2:33][C:34]1[CH:39]=[CH:38][CH:37]=[CH:36][CH:35]=1)[C@@H:3]([OH:32])[CH2:4][C@H:5]([NH:19][C:20]([C@@H:22]([NH:27][C:28](=[O:31])[O:29][CH3:30])[C:23]([CH3:26])([CH3:25])[CH3:24])=[O:21])[CH2:6][C:7]1[CH:12]=[CH:11][C:10]([C:13]2[CH:18]=[CH:17][CH:16]=[CH:15][N:14]=2)=[CH:9][CH:8]=1.[CH3:40][O:41][C:42]1[CH:62]=[CH:61][CH:60]=[CH:59][C:43]=1[CH2:44][N:45]1[CH2:49][CH2:48][N:47]([C@@H:50]([C:54]([CH3:57])([CH3:56])[CH3:55])[C:51](O)=[O:52])[C:46]1=[O:58].CCOP(ON1N=NC2C=CC=CC=2C1=O)(OCC)=O.C(N(CC)C(C)C)(C)C. The catalyst is C1COCC1. The product is [OH:32][C@H:3]([C@@H:2]([NH:1][C:51](=[O:52])[C@@H:50]([N:47]1[CH2:48][CH2:49][N:45]([CH2:44][C:43]2[CH:59]=[CH:60][CH:61]=[CH:62][C:42]=2[O:41][CH3:40])[C:46]1=[O:58])[C:54]([CH3:57])([CH3:56])[CH3:55])[CH2:33][C:34]1[CH:35]=[CH:36][CH:37]=[CH:38][CH:39]=1)[CH2:4][C@H:5]([NH:19][C:20]([C@@H:22]([NH:27][C:28](=[O:31])[O:29][CH3:30])[C:23]([CH3:26])([CH3:25])[CH3:24])=[O:21])[CH2:6][C:7]1[CH:12]=[CH:11][C:10]([C:13]2[CH:18]=[CH:17][CH:16]=[CH:15][N:14]=2)=[CH:9][CH:8]=1. The yield is 0.470. (3) The reactants are [CH2:1](I)[CH3:2].C([Zn]CC)C.I[C:10]1[CH:11]=[C:12]([O:16][CH2:17][C:18]2[CH:23]=[CH:22][CH:21]=[CH:20][CH:19]=2)[CH:13]=[CH:14][CH:15]=1.Cl. The catalyst is CN1CCCN(C)C1=O.C1COCC1.[Cu]Cl.[Br-].[Mn+2].[Br-]. The product is [CH2:1]([C:10]1[CH:11]=[C:12]([O:16][CH2:17][C:18]2[CH:23]=[CH:22][CH:21]=[CH:20][CH:19]=2)[CH:13]=[CH:14][CH:15]=1)[CH3:2]. The yield is 0.910. (4) The reactants are [CH2:1]([C:6]1[C:11]([CH:12]=[CH:13][C:14]([O:16]C)=[O:15])=[CH:10][CH:9]=[C:8]([C:18]([F:21])([F:20])[F:19])[N:7]=1)[CH2:2][CH2:3][CH2:4][CH3:5].[Li+].[OH-]. The catalyst is C1COCC1.O. The product is [CH2:1]([C:6]1[C:11]([CH:12]=[CH:13][C:14]([OH:16])=[O:15])=[CH:10][CH:9]=[C:8]([C:18]([F:21])([F:19])[F:20])[N:7]=1)[CH2:2][CH2:3][CH2:4][CH3:5]. The yield is 0.970. (5) The catalyst is O1CCOCC1. The reactants are Cl[C:2]1[N:7]=[C:6]([CH3:8])[N:5]=[C:4]([NH:9][C:10]2[S:11][C:12]([C:15]([NH:17][C:18]3[C:23]([CH3:24])=[CH:22][CH:21]=[CH:20][C:19]=3[Cl:25])=[O:16])=[CH:13][N:14]=2)[CH:3]=1.[NH:26]1[CH2:31][CH2:30][NH:29][CH2:28][CH2:27]1.C(N(CC)C(C)C)(C)C. The product is [Cl:25][C:19]1[CH:20]=[CH:21][CH:22]=[C:23]([CH3:24])[C:18]=1[NH:17][C:15]([C:12]1[S:11][C:10]([NH:9][C:4]2[CH:3]=[C:2]([N:26]3[CH2:31][CH2:30][NH:29][CH2:28][CH2:27]3)[N:7]=[C:6]([CH3:8])[N:5]=2)=[N:14][CH:13]=1)=[O:16]. The yield is 0.780. (6) The reactants are Br[C:2]1[CH:3]=[CH:4][C:5]2[O:6][CH2:7][CH2:8][CH2:9][NH:10][C:11]=2[N:12]=1.[F:13][C:14]([F:25])([F:24])[C:15]1[CH:16]=[C:17](B(O)O)[CH:18]=[CH:19][CH:20]=1.C(=O)([O-])[O-].[Cs+].[Cs+]. The catalyst is O1CCOCC1.Cl[Pd]Cl. The product is [F:13][C:14]([F:25])([F:24])[C:15]1[CH:20]=[C:19]([C:2]2[CH:3]=[CH:4][C:5]3[O:6][CH2:7][CH2:8][CH2:9][NH:10][C:11]=3[N:12]=2)[CH:18]=[CH:17][CH:16]=1. The yield is 0.840.